From a dataset of NCI-60 drug combinations with 297,098 pairs across 59 cell lines. Regression. Given two drug SMILES strings and cell line genomic features, predict the synergy score measuring deviation from expected non-interaction effect. (1) Drug 1: CNC(=O)C1=CC=CC=C1SC2=CC3=C(C=C2)C(=NN3)C=CC4=CC=CC=N4. Drug 2: CCC1(CC2CC(C3=C(CCN(C2)C1)C4=CC=CC=C4N3)(C5=C(C=C6C(=C5)C78CCN9C7C(C=CC9)(C(C(C8N6C)(C(=O)OC)O)OC(=O)C)CC)OC)C(=O)OC)O.OS(=O)(=O)O. Cell line: IGROV1. Synergy scores: CSS=2.19, Synergy_ZIP=-6.73, Synergy_Bliss=-6.17, Synergy_Loewe=-14.4, Synergy_HSA=-6.62. (2) Drug 1: C1C(C(OC1N2C=C(C(=O)NC2=O)F)CO)O. Drug 2: C1=CC=C(C(=C1)C(C2=CC=C(C=C2)Cl)C(Cl)Cl)Cl. Cell line: HL-60(TB). Synergy scores: CSS=37.3, Synergy_ZIP=3.91, Synergy_Bliss=0.743, Synergy_Loewe=-16.5, Synergy_HSA=1.49. (3) Drug 1: CC(CN1CC(=O)NC(=O)C1)N2CC(=O)NC(=O)C2. Drug 2: CC1=C2C(C(=O)C3(C(CC4C(C3C(C(C2(C)C)(CC1OC(=O)C(C(C5=CC=CC=C5)NC(=O)C6=CC=CC=C6)O)O)OC(=O)C7=CC=CC=C7)(CO4)OC(=O)C)O)C)OC(=O)C. Cell line: EKVX. Synergy scores: CSS=19.9, Synergy_ZIP=-9.54, Synergy_Bliss=-9.85, Synergy_Loewe=-27.5, Synergy_HSA=-7.83. (4) Drug 1: CS(=O)(=O)CCNCC1=CC=C(O1)C2=CC3=C(C=C2)N=CN=C3NC4=CC(=C(C=C4)OCC5=CC(=CC=C5)F)Cl. Drug 2: CC(C)(C#N)C1=CC(=CC(=C1)CN2C=NC=N2)C(C)(C)C#N. Cell line: M14. Synergy scores: CSS=-1.31, Synergy_ZIP=0.175, Synergy_Bliss=-0.119, Synergy_Loewe=-1.09, Synergy_HSA=-0.521. (5) Drug 1: CC1CCCC2(C(O2)CC(NC(=O)CC(C(C(=O)C(C1O)C)(C)C)O)C(=CC3=CSC(=N3)C)C)C. Drug 2: CC1C(C(CC(O1)OC2CC(CC3=C2C(=C4C(=C3O)C(=O)C5=C(C4=O)C(=CC=C5)OC)O)(C(=O)CO)O)N)O.Cl. Cell line: M14. Synergy scores: CSS=44.0, Synergy_ZIP=-1.34, Synergy_Bliss=-0.0649, Synergy_Loewe=-0.000339, Synergy_HSA=-0.170. (6) Drug 2: CN(C)C1=NC(=NC(=N1)N(C)C)N(C)C. Drug 1: CC(CN1CC(=O)NC(=O)C1)N2CC(=O)NC(=O)C2. Synergy scores: CSS=28.0, Synergy_ZIP=-10.7, Synergy_Bliss=-12.6, Synergy_Loewe=-4.15, Synergy_HSA=-3.41. Cell line: KM12.